Task: Regression. Given two drug SMILES strings and cell line genomic features, predict the synergy score measuring deviation from expected non-interaction effect.. Dataset: NCI-60 drug combinations with 297,098 pairs across 59 cell lines (1) Cell line: A498. Drug 1: CCC1(CC2CC(C3=C(CCN(C2)C1)C4=CC=CC=C4N3)(C5=C(C=C6C(=C5)C78CCN9C7C(C=CC9)(C(C(C8N6C)(C(=O)OC)O)OC(=O)C)CC)OC)C(=O)OC)O.OS(=O)(=O)O. Drug 2: C#CCC(CC1=CN=C2C(=N1)C(=NC(=N2)N)N)C3=CC=C(C=C3)C(=O)NC(CCC(=O)O)C(=O)O. Synergy scores: CSS=1.45, Synergy_ZIP=-1.09, Synergy_Bliss=-1.31, Synergy_Loewe=-17.9, Synergy_HSA=-1.53. (2) Drug 1: C1=NC2=C(N1)C(=S)N=CN2. Drug 2: C1CCC(C(C1)N)N.C(=O)(C(=O)[O-])[O-].[Pt+4]. Cell line: UACC-257. Synergy scores: CSS=21.0, Synergy_ZIP=-9.74, Synergy_Bliss=-5.37, Synergy_Loewe=-9.74, Synergy_HSA=-5.22. (3) Drug 1: CN(C(=O)NC(C=O)C(C(C(CO)O)O)O)N=O. Drug 2: CC1=C(C(=O)C2=C(C1=O)N3CC4C(C3(C2COC(=O)N)OC)N4)N. Cell line: U251. Synergy scores: CSS=26.7, Synergy_ZIP=0.0906, Synergy_Bliss=0.0877, Synergy_Loewe=-18.9, Synergy_HSA=-0.969. (4) Drug 1: CC1=C(C(CCC1)(C)C)C=CC(=CC=CC(=CC(=O)O)C)C. Drug 2: C#CCC(CC1=CN=C2C(=N1)C(=NC(=N2)N)N)C3=CC=C(C=C3)C(=O)NC(CCC(=O)O)C(=O)O. Cell line: U251. Synergy scores: CSS=36.9, Synergy_ZIP=-4.57, Synergy_Bliss=-8.73, Synergy_Loewe=-25.6, Synergy_HSA=-11.5. (5) Drug 1: C1=CC(=CC=C1CCC2=CNC3=C2C(=O)NC(=N3)N)C(=O)NC(CCC(=O)O)C(=O)O. Drug 2: CC1C(C(CC(O1)OC2CC(OC(C2O)C)OC3=CC4=CC5=C(C(=O)C(C(C5)C(C(=O)C(C(C)O)O)OC)OC6CC(C(C(O6)C)O)OC7CC(C(C(O7)C)O)OC8CC(C(C(O8)C)O)(C)O)C(=C4C(=C3C)O)O)O)O. Cell line: A498. Synergy scores: CSS=22.5, Synergy_ZIP=-3.27, Synergy_Bliss=1.05, Synergy_Loewe=-3.63, Synergy_HSA=1.80.